Dataset: Peptide-MHC class I binding affinity with 185,985 pairs from IEDB/IMGT. Task: Regression. Given a peptide amino acid sequence and an MHC pseudo amino acid sequence, predict their binding affinity value. This is MHC class I binding data. (1) The peptide sequence is VHPVHAGPIA. The MHC is HLA-A11:01 with pseudo-sequence HLA-A11:01. The binding affinity (normalized) is 0. (2) The peptide sequence is YMKAPSGAL. The MHC is HLA-C12:03 with pseudo-sequence HLA-C12:03. The binding affinity (normalized) is 0.851. (3) The peptide sequence is SYGCPTNPF. The MHC is HLA-A29:02 with pseudo-sequence HLA-A29:02. The binding affinity (normalized) is 0.213.